Dataset: Full USPTO retrosynthesis dataset with 1.9M reactions from patents (1976-2016). Task: Predict the reactants needed to synthesize the given product. The reactants are: Cl[C:2]1[N:9]=[C:8]([C:10]2[CH:15]=[CH:14][CH:13]=[CH:12][CH:11]=2)[C:7]([C:16]2[CH:21]=[CH:20][C:19](=[O:22])[N:18]([CH:23]([CH3:25])[CH3:24])[N:17]=2)=[CH:6][C:3]=1[C:4]#[N:5].[NH3:26].O1CCOCC1. Given the product [NH2:26][C:2]1[N:9]=[C:8]([C:10]2[CH:15]=[CH:14][CH:13]=[CH:12][CH:11]=2)[C:7]([C:16]2[CH:21]=[CH:20][C:19](=[O:22])[N:18]([CH:23]([CH3:25])[CH3:24])[N:17]=2)=[CH:6][C:3]=1[C:4]#[N:5], predict the reactants needed to synthesize it.